From a dataset of Retrosynthesis with 50K atom-mapped reactions and 10 reaction types from USPTO. Predict the reactants needed to synthesize the given product. (1) Given the product COC(=O)[C@H](Cc1ccccc1)NC(=O)Oc1ccc([N+](=O)[O-])cc1, predict the reactants needed to synthesize it. The reactants are: COC(=O)[C@@H](N)Cc1ccccc1.O=C(Cl)Oc1ccc([N+](=O)[O-])cc1. (2) The reactants are: CC(C)c1nc2cc(NS(=O)(=O)c3ccccc3)ccc2n1CC1CCCCC1.CI. Given the product CC(C)c1nc2cc(N(C)S(=O)(=O)c3ccccc3)ccc2n1CC1CCCCC1, predict the reactants needed to synthesize it.